Predict which catalyst facilitates the given reaction. From a dataset of Catalyst prediction with 721,799 reactions and 888 catalyst types from USPTO. Product: [NH2:1][C:2]1[C:3]2[NH:10][CH:9]=[C:8]([C@H:11]3[C@@H:15]([OH:16])[C@H:14]([OH:17])[C@@H:13]([CH2:18][OH:19])[NH:12]3)[C:4]=2[N:5]=[CH:6][N:7]=1. The catalyst class is: 8. Reactant: [NH2:1][C:2]1[C:3]2[NH:10][CH:9]=[C:8]([C@H:11]3[C@@H:15]([OH:16])[C@H:14]([OH:17])[C@@H:13]([CH2:18][OH:19])[N:12]3C(OC(C)(C)C)=O)[C:4]=2[N:5]=[CH:6][N:7]=1.Cl.